The task is: Predict the reactants needed to synthesize the given product.. This data is from Full USPTO retrosynthesis dataset with 1.9M reactions from patents (1976-2016). (1) Given the product [CH:1]1([C@H:7]2[CH2:11][N:10]([C:12]([O:14][C:15]([CH3:16])([CH3:17])[CH3:18])=[O:13])[C@@H:9]([CH:19]=[O:20])[CH2:8]2)[CH2:2][CH2:3][CH2:4][CH2:5][CH2:6]1, predict the reactants needed to synthesize it. The reactants are: [CH:1]1([C@H:7]2[CH2:11][N:10]([C:12]([O:14][C:15]([CH3:18])([CH3:17])[CH3:16])=[O:13])[C@H:9]([CH:19]=[O:20])[CH2:8]2)[CH2:6][CH2:5][CH2:4][CH2:3][CH2:2]1.C1CCN2C(=NCCC2)CC1. (2) Given the product [CH2:1]([O:8][C:9]1[CH:14]=[CH:13][N:12]([C:15]2[CH:16]=[CH:17][C:18]3[C:19]4[CH2:28][N:27]([C:32](=[O:33])[CH2:31][N:37]([CH3:38])[CH3:36])[CH2:26][CH2:25][C:20]=4[N:21]([CH3:24])[C:22]=3[CH:23]=2)[C:11](=[O:29])[CH:10]=1)[C:2]1[CH:3]=[CH:4][CH:5]=[CH:6][CH:7]=1, predict the reactants needed to synthesize it. The reactants are: [CH2:1]([O:8][C:9]1[CH:14]=[CH:13][N:12]([C:15]2[CH:16]=[CH:17][C:18]3[C:19]4[CH2:28][NH:27][CH2:26][CH2:25][C:20]=4[N:21]([CH3:24])[C:22]=3[CH:23]=2)[C:11](=[O:29])[CH:10]=1)[C:2]1[CH:7]=[CH:6][CH:5]=[CH:4][CH:3]=1.Cl[CH2:31][C:32](Cl)=[O:33].C[CH2:36][N:37](CC)[CH2:38]C.N(C)C.C([O-])([O-])=O.[K+].[K+]. (3) The reactants are: C(O)=O.[C:4](OC(=O)C)(=O)C.[S:11]1[CH:15]=[CH:14][N:13]=[C:12]1[C:16]1[NH:17][C:18]2[C:23]([CH:24]=1)=[CH:22][CH:21]=[CH:20][C:19]=2[NH2:25].C(OCC)(=O)C.[ClH:32]. Given the product [ClH:32].[CH3:4][NH:25][C:19]1[CH:20]=[CH:21][CH:22]=[C:23]2[C:18]=1[NH:17][C:16]([C:12]1[S:11][CH:15]=[CH:14][N:13]=1)=[CH:24]2, predict the reactants needed to synthesize it. (4) The reactants are: I[C:2]1[C:10]2[C:5](=[CH:6][CH:7]=[C:8]([C:11]([O:13]C)=[O:12])[CH:9]=2)[NH:4]N=1.Cl[CH2:16]Cl.[OH-:18].[NH4+:19].[Cl-].[NH4+:21]. Given the product [C:16]([C:2]1[C:10]2[C:5](=[CH:6][CH:7]=[C:8]([C:11]([OH:13])=[O:12])[CH:9]=2)[NH:4][N:21]=1)(=[O:18])[NH2:19], predict the reactants needed to synthesize it. (5) Given the product [CH3:25][C:26]1[N:27]([C:31]2[CH:32]=[CH:33][C:34]([NH:37][C:38]3[N:39]=[C:15]([CH2:16][C:17]4[CH:22]=[CH:21][C:20]([CH3:23])=[CH:19][CH:18]=4)[C:3]4[CH2:4][N:5]([C:8]([O:10][C:11]([CH3:14])([CH3:13])[CH3:12])=[O:9])[CH2:6][CH2:7][C:2]=4[N:40]=3)=[CH:35][CH:36]=2)[CH:28]=[CH:29][N:30]=1, predict the reactants needed to synthesize it. The reactants are: O=[C:2]1[CH2:7][CH2:6][N:5]([C:8]([O:10][C:11]([CH3:14])([CH3:13])[CH3:12])=[O:9])[CH2:4][CH:3]1[C:15](=O)[CH2:16][C:17]1[CH:22]=[CH:21][C:20]([CH3:23])=[CH:19][CH:18]=1.[CH3:25][C:26]1[N:27]([C:31]2[CH:36]=[CH:35][C:34]([NH:37][C:38]([NH2:40])=[NH:39])=[CH:33][CH:32]=2)[CH:28]=[CH:29][N:30]=1. (6) Given the product [Cl:14][C:11]1[C:5]([C:6]([O:8][CH2:9][CH3:10])=[O:7])=[C:4]([F:15])[C:3]([CH2:2][NH:1][C:16](=[O:20])[CH:17]([CH3:19])[CH3:18])=[CH:13][CH:12]=1, predict the reactants needed to synthesize it. The reactants are: [NH2:1][CH2:2][C:3]1[C:4]([F:15])=[C:5]([C:11]([Cl:14])=[CH:12][CH:13]=1)[C:6]([O:8][CH2:9][CH3:10])=[O:7].[C:16](Cl)(=[O:20])[CH:17]([CH3:19])[CH3:18].CCN(C(C)C)C(C)C. (7) Given the product [C:46]([C:47]1[CH:66]=[C:51]([CH:50]=[CH:49][C:68]=1[O:69][CH:70]([CH3:72])[CH3:71])[C:52]([O:54][CH3:55])=[O:53])#[N:42], predict the reactants needed to synthesize it. The reactants are: OCC[C@@H](NC(=O)OC(C)(C)C)CC1C=CC(C2N=C3C(C(O)C)=CC=CN3C=2)=CC=1.Cl.O1CCOCC1.C([N:42]([CH2:46][CH3:47])C(C)C)(C)C.Cl[C:49]1[CH:50]=[C:51]([CH:66]=C[C:68]=1[O:69][CH:70]([CH3:72])[CH3:71])[C:52]([O:54][C:55]1C(F)=C(F)C(F)=C(F)C=1F)=[O:53]. (8) Given the product [N:1]1[C:10]2[C:5](=[CH:6][CH:7]=[CH:8][N:9]=2)[C:4]([C:11](=[O:13])[CH3:12])=[CH:3][CH:2]=1, predict the reactants needed to synthesize it. The reactants are: [N:1]1[C:10]2[C:5](=[CH:6][CH:7]=[CH:8][N:9]=2)[C:4]([CH:11]([OH:13])[CH3:12])=[CH:3][CH:2]=1. (9) Given the product [F:1][C:2]1[CH:7]=[CH:6][C:5]([S:8]([N:11]([CH2:17][C:18]2[CH:27]=[CH:26][C:21]([C:22]([OH:24])=[O:23])=[CH:20][N:19]=2)[CH:12]([CH2:15][CH3:16])[CH2:13][CH3:14])(=[O:10])=[O:9])=[CH:4][CH:3]=1, predict the reactants needed to synthesize it. The reactants are: [F:1][C:2]1[CH:7]=[CH:6][C:5]([S:8]([N:11]([CH2:17][C:18]2[CH:27]=[CH:26][C:21]([C:22]([O:24]C)=[O:23])=[CH:20][N:19]=2)[CH:12]([CH2:15][CH3:16])[CH2:13][CH3:14])(=[O:10])=[O:9])=[CH:4][CH:3]=1.[OH-].[K+].O.Cl.